This data is from Reaction yield outcomes from USPTO patents with 853,638 reactions. The task is: Predict the reaction yield, written as a fraction of the theoretical maximum amount of product (1.0 means a 100% yield; for example, 0.34 means a 34% yield). (1) The reactants are [F:1][C:2]1[CH:7]=[CH:6][C:5]([N:8]2[C:13](=[O:14])[C:12]([C:15]([OH:17])=O)=[CH:11][CH:10]=[N:9]2)=[CH:4][CH:3]=1.COC1C=CC(C[N:25]2[C:29]3=[N:30][CH:31]=[CH:32][C:33]([O:34][C:35]4[N:40]=[CH:39][C:38]([NH2:41])=[CH:37][N:36]=4)=[C:28]3[C:27]([CH3:42])=[N:26]2)=CC=1. No catalyst specified. The product is [F:1][C:2]1[CH:3]=[CH:4][C:5]([N:8]2[C:13](=[O:14])[C:12]([C:15]([NH:41][C:38]3[CH:37]=[N:36][C:35]([O:34][C:33]4[CH:32]=[CH:31][N:30]=[C:29]5[NH:25][N:26]=[C:27]([CH3:42])[C:28]=45)=[N:40][CH:39]=3)=[O:17])=[CH:11][CH:10]=[N:9]2)=[CH:6][CH:7]=1. The yield is 0.0900. (2) The reactants are [CH2:1]([N:3]1[C:11]2[CH:10]=[CH:9][CH:8]=[CH:7][C:6]=2[C:5]2[N:12]=[C:13]([C:16](OC)=[O:17])[CH:14]=[CH:15][C:4]1=2)[CH3:2].[H-].C([Al+]CC(C)C)C(C)C.C(O)C.S(=O)(=O)(O)O. The yield is 0.770. The catalyst is C1(C)C=CC=CC=1.O.C(O)C.O. The product is [CH2:1]([N:3]1[C:11]2[CH:10]=[CH:9][CH:8]=[CH:7][C:6]=2[C:5]2[N:12]=[C:13]([CH2:16][OH:17])[CH:14]=[CH:15][C:4]1=2)[CH3:2]. (3) The reactants are [CH3:1][O:2][C:3]([C:5]1[C:13]([NH:14][C:15]2[CH:20]=[CH:19][C:18]([Br:21])=[CH:17][CH:16]=2)=[C:12]([F:22])[C:8]2[N:9]=[CH:10][NH:11][C:7]=2[CH:6]=1)=[O:4].[Cl:23]N1C(=O)CCC1=O. The catalyst is CN(C)C=O. The product is [CH3:1][O:2][C:3]([C:5]1[C:13]([NH:14][C:15]2[CH:20]=[CH:19][C:18]([Br:21])=[CH:17][C:16]=2[Cl:23])=[C:12]([F:22])[C:8]2[N:9]=[CH:10][NH:11][C:7]=2[CH:6]=1)=[O:4]. The yield is 0.870. (4) The reactants are CC([O:5]C(OC(OC(C)(C)C)=O)=O)(C)C.[Br:16][C:17]1[CH:18]=[CH:19][C:20]([S:25][CH2:26][CH3:27])=[C:21]([CH:24]=1)[CH2:22]N.O.C(OCC)(=O)C. The catalyst is C1COCC1. The product is [Br:16][C:17]1[CH:18]=[CH:19][C:20]([S:25][CH2:26][CH3:27])=[C:21]([CH:24]=1)[CH:22]=[O:5]. The yield is 0.730.